From a dataset of Reaction yield outcomes from USPTO patents with 853,638 reactions. Predict the reaction yield, written as a fraction of the theoretical maximum amount of product (1.0 means a 100% yield; for example, 0.34 means a 34% yield). (1) The reactants are [Br:1][C:2]1[CH:7]=[CH:6][C:5]([S:8](Cl)(=[O:10])=[O:9])=[C:4]([CH2:12][CH2:13][CH3:14])[CH:3]=1.[N-:15]=[N+:16]=[N-:17].[Na+]. The catalyst is O.CC(C)=O. The product is [Br:1][C:2]1[CH:7]=[CH:6][C:5]([S:8]([N:15]=[N+:16]=[N-:17])(=[O:10])=[O:9])=[C:4]([CH2:12][CH2:13][CH3:14])[CH:3]=1. The yield is 0.980. (2) The reactants are [NH2:1][C:2]1[N:7]=[C:6]([N:8]([CH2:16][C:17]2[CH:22]=[CH:21][C:20]([O:23][CH3:24])=[CH:19][C:18]=2[O:25][CH3:26])[C:9](=[O:15])[O:10][C:11]([CH3:14])([CH3:13])[CH3:12])[C:5]2[N:27]=[CH:28][N:29]([CH3:30])[C:4]=2[C:3]=1I.[C:32]([O:37][CH2:38][CH3:39])(=[O:36])[C:33]([CH3:35])=O.CN(C1CCCCC1)C1CCCCC1. The catalyst is CC(N(C)C)=O.C1C=CC(/C=C/C(/C=C/C2C=CC=CC=2)=O)=CC=1.C1C=CC(/C=C/C(/C=C/C2C=CC=CC=2)=O)=CC=1.C1C=CC(/C=C/C(/C=C/C2C=CC=CC=2)=O)=CC=1.[Pd].[Pd]. The product is [C:11]([O:10][C:9]([N:8]([CH2:16][C:17]1[CH:22]=[CH:21][C:20]([O:23][CH3:24])=[CH:19][C:18]=1[O:25][CH3:26])[C:6]1[N:7]=[C:2]2[NH:1][C:33]([C:32]([O:37][CH2:38][CH3:39])=[O:36])=[CH:35][C:3]2=[C:4]2[N:29]([CH3:30])[CH:28]=[N:27][C:5]=12)=[O:15])([CH3:14])([CH3:13])[CH3:12]. The yield is 0.860. (3) The reactants are Cl[CH2:2][CH2:3][CH2:4][O:5][C:6]1[CH:11]=[CH:10][C:9]([C:12]2[S:13][C:14]3[CH2:19][CH2:18][C:17]([CH3:25])([C:20]([O:22][CH2:23][CH3:24])=[O:21])[C:15]=3[N:16]=2)=[CH:8][CH:7]=1.[CH3:26][CH:27]1[CH2:31][CH2:30][CH2:29][NH:28]1.[I-].[Na+].ClCCl. The catalyst is C(#N)C. The product is [CH3:25][C:17]1([C:20]([O:22][CH2:23][CH3:24])=[O:21])[C:15]2[N:16]=[C:12]([C:9]3[CH:10]=[CH:11][C:6]([O:5][CH2:4][CH2:3][CH2:2][N:28]4[CH2:29][CH2:30][CH2:31][CH:27]4[CH3:26])=[CH:7][CH:8]=3)[S:13][C:14]=2[CH2:19][CH2:18]1. The yield is 0.430. (4) The reactants are [C:1]([N:5]1[C:9]2[N:10]=[C:11]([NH:14][C:15](=[O:23])[C:16]3[CH:21]=[CH:20][C:19]([CH3:22])=[CH:18][CH:17]=3)[N:12]=[CH:13][C:8]=2[C:7](I)=[CH:6]1)([CH3:4])([CH3:3])[CH3:2].[NH2:25][CH2:26][C:27]1[CH:32]=[CH:31][CH:30]=[CH:29][N:28]=1.CN([CH:36]=[O:37])C. The catalyst is CCOC(C)=O.Cl[Pd](Cl)([P](C1C=CC=CC=1)(C1C=CC=CC=1)C1C=CC=CC=1)[P](C1C=CC=CC=1)(C1C=CC=CC=1)C1C=CC=CC=1. The product is [N:28]1[CH:29]=[CH:30][CH:31]=[CH:32][C:27]=1[CH2:26][NH:25][C:36]([C:7]1[C:8]2[CH:13]=[N:12][C:11]([NH:14][C:15](=[O:23])[C:16]3[CH:21]=[CH:20][C:19]([CH3:22])=[CH:18][CH:17]=3)=[N:10][C:9]=2[N:5]([C:1]([CH3:4])([CH3:3])[CH3:2])[CH:6]=1)=[O:37]. The yield is 0.520. (5) The catalyst is O1CCCC1.C(OCC)(=O)C. The product is [N+:10]([CH2:13][C:1]1([CH2:7][C:8]#[N:9])[CH2:6][CH2:5][CH2:4][CH2:3][CH2:2]1)([O-:12])=[O:11]. The yield is 0.710. The reactants are [C:1]1(=[CH:7][C:8]#[N:9])[CH2:6][CH2:5][CH2:4][CH2:3][CH2:2]1.[N+:10]([CH3:13])([O-:12])=[O:11].[F-].C([N+](CCCC)(CCCC)CCCC)CCC. (6) The reactants are C1CCN2C(=NCCC2)CC1.[Cl:12][C:13]1[CH:18]=[CH:17][C:16]([CH2:19][C:20]#[N:21])=[CH:15][CH:14]=1.[CH2:22]([O:24][C:25](=[O:31])[C:26](OCC)=[O:27])[CH3:23].Cl. The catalyst is C(#N)C.C(OCC)(=O)C. The product is [Cl:12][C:13]1[CH:18]=[CH:17][C:16]([CH:19]([C:20]#[N:21])[C:26](=[O:27])[C:25]([O:24][CH2:22][CH3:23])=[O:31])=[CH:15][CH:14]=1. The yield is 0.540. (7) The reactants are [F:1][C:2]1[CH:7]=[CH:6][C:5]([C:8]2[C:16]3[C:11](=[CH:12][CH:13]=[C:14]([NH:17][C:18]([C:20]4[CH:28]=[CH:27][C:23]([C:24](O)=[O:25])=[CH:22][CH:21]=4)=[O:19])[CH:15]=3)[NH:10][N:9]=2)=[CH:4][CH:3]=1.[Cl-].[NH4+:30]. The catalyst is [OH-].[NH4+]. The product is [F:1][C:2]1[CH:3]=[CH:4][C:5]([C:8]2[C:16]3[C:11](=[CH:12][CH:13]=[C:14]([NH:17][C:18]([C:20]4[CH:21]=[CH:22][C:23]([C:24]([NH2:30])=[O:25])=[CH:27][CH:28]=4)=[O:19])[CH:15]=3)[NH:10][N:9]=2)=[CH:6][CH:7]=1. The yield is 0.130. (8) The reactants are COC(C1C=C(O)N(C2C=CC=CC=2F)N=1)=O.C(=O)([O-])[O-].[Cs+].[Cs+].BrCC1C=CC=CC=1C#N.C[O:35][C:36]([C:38]1[CH:42]=[C:41]([O:43][CH2:44][C:45]2[CH:50]=[CH:49][CH:48]=[CH:47][C:46]=2[C:51]#[N:52])[N:40]([C:53]2[CH:58]=[CH:57][CH:56]=[CH:55][C:54]=2[F:59])[N:39]=1)=[O:37].[OH-].[Li+]. The catalyst is CN(C=O)C.C1COCC1.O. The product is [C:51]([C:46]1[CH:47]=[CH:48][CH:49]=[CH:50][C:45]=1[CH2:44][O:43][C:41]1[N:40]([C:53]2[CH:58]=[CH:57][CH:56]=[CH:55][C:54]=2[F:59])[N:39]=[C:38]([C:36]([OH:37])=[O:35])[CH:42]=1)#[N:52]. The yield is 0.860.